This data is from Full USPTO retrosynthesis dataset with 1.9M reactions from patents (1976-2016). The task is: Predict the reactants needed to synthesize the given product. The reactants are: [F:1][C:2]1[CH:7]=[CH:6][CH:5]=[C:4]([F:8])[C:3]=1[N:9]1[C:14]2[N:15]=[C:16](S(C)(=O)=O)[N:17]=[C:18]([C:19]3[CH:20]=[C:21]([CH:32]=[CH:33][C:34]=3[CH3:35])[C:22]([NH:24][CH2:25][C:26]3[CH:31]=[CH:30][CH:29]=[CH:28][CH:27]=3)=[O:23])[C:13]=2[CH2:12][NH:11][C:10]1=[O:40].[NH2:41][CH:42]1[CH2:47][C:46]([CH3:49])([CH3:48])[NH:45][C:44]([CH3:51])([CH3:50])[CH2:43]1. Given the product [NH4+:9].[OH-:23].[F:1][C:2]1[CH:7]=[CH:6][CH:5]=[C:4]([F:8])[C:3]=1[N:9]1[C:14]2[N:15]=[C:16]([NH:41][CH:42]3[CH2:43][C:44]([CH3:51])([CH3:50])[NH:45][C:46]([CH3:49])([CH3:48])[CH2:47]3)[N:17]=[C:18]([C:19]3[CH:20]=[C:21]([CH:32]=[CH:33][C:34]=3[CH3:35])[C:22]([NH:24][CH2:25][C:26]3[CH:31]=[CH:30][CH:29]=[CH:28][CH:27]=3)=[O:23])[C:13]=2[CH2:12][NH:11][C:10]1=[O:40], predict the reactants needed to synthesize it.